This data is from Catalyst prediction with 721,799 reactions and 888 catalyst types from USPTO. The task is: Predict which catalyst facilitates the given reaction. (1) Reactant: [CH2:1]([O:19][CH:20]([CH2:23][O:24][CH2:25][CH2:26][CH2:27][CH2:28][CH2:29][CH2:30][CH2:31][CH2:32]/[CH:33]=[CH:34]\[CH2:35]/[CH:36]=[CH:37]\[CH2:38][CH2:39][CH2:40][CH2:41][CH3:42])[CH2:21][OH:22])[CH2:2][CH2:3][CH2:4][CH2:5][CH2:6][CH2:7][CH2:8]/[CH:9]=[CH:10]\[CH2:11]/[CH:12]=[CH:13]\[CH2:14][CH2:15][CH2:16][CH2:17][CH3:18].C1C=C[NH+]=CC=1.[O-][Cr](Cl)(=O)=O.C(=O)([O-])[O-].[Na+].[Na+]. Product: [CH2:1]([O:19][CH:20]([CH2:23][O:24][CH2:25][CH2:26][CH2:27][CH2:28][CH2:29][CH2:30][CH2:31][CH2:32]/[CH:33]=[CH:34]\[CH2:35]/[CH:36]=[CH:37]\[CH2:38][CH2:39][CH2:40][CH2:41][CH3:42])[CH:21]=[O:22])[CH2:2][CH2:3][CH2:4][CH2:5][CH2:6][CH2:7][CH2:8]/[CH:9]=[CH:10]\[CH2:11]/[CH:12]=[CH:13]\[CH2:14][CH2:15][CH2:16][CH2:17][CH3:18]. The catalyst class is: 4. (2) Reactant: [C:1]([C:3](=[C:9](OC)[CH:10]([CH2:13][CH3:14])[CH2:11][CH3:12])[C:4]([O:6][CH2:7][CH3:8])=[O:5])#[N:2].[NH3:17]. The catalyst class is: 1. Product: [NH2:17]/[C:9](/[CH:10]([CH2:13][CH3:14])[CH2:11][CH3:12])=[C:3](/[C:1]#[N:2])\[C:4]([O:6][CH2:7][CH3:8])=[O:5].